From a dataset of Acute oral toxicity (LD50) regression data from Zhu et al.. Regression/Classification. Given a drug SMILES string, predict its toxicity properties. Task type varies by dataset: regression for continuous values (e.g., LD50, hERG inhibition percentage) or binary classification for toxic/non-toxic outcomes (e.g., AMES mutagenicity, cardiotoxicity, hepatotoxicity). Dataset: ld50_zhu. (1) The drug is CC[N+](=O)[O-]. The rat oral LD50 is 1.83, given as -log10 of the dose in mol/kg body weight (higher means more acutely toxic). (2) The compound is CCc1nn(C)c(C(=O)NCc2ccc(C(C)(C)C)cc2)c1Cl. The rat oral LD50 is 2.75, given as -log10 of the dose in mol/kg body weight (higher means more acutely toxic). (3) The drug is Cc1ccc(C#N)cc1. The rat oral LD50 is 1.49, given as -log10 of the dose in mol/kg body weight (higher means more acutely toxic). (4) The drug is O=C(O)CCCc1ccc(N(CCCl)CCCl)cc1. The rat oral LD50 is 3.60, given as -log10 of the dose in mol/kg body weight (higher means more acutely toxic). (5) The molecule is CN(C)C(=N)NC#N. The rat oral LD50 is 1.47, given as -log10 of the dose in mol/kg body weight (higher means more acutely toxic).